From a dataset of Peptide-MHC class I binding affinity with 185,985 pairs from IEDB/IMGT. Regression. Given a peptide amino acid sequence and an MHC pseudo amino acid sequence, predict their binding affinity value. This is MHC class I binding data. (1) The peptide sequence is DHLKEKSSL. The MHC is HLA-B18:01 with pseudo-sequence HLA-B18:01. The binding affinity (normalized) is 0.0847. (2) The peptide sequence is MADQAMTQMY. The MHC is HLA-A23:01 with pseudo-sequence HLA-A23:01. The binding affinity (normalized) is 0. (3) The peptide sequence is MSIQLINKAV. The MHC is HLA-A02:02 with pseudo-sequence HLA-A02:02. The binding affinity (normalized) is 0.137. (4) The peptide sequence is APSYRNFSF. The MHC is HLA-B15:17 with pseudo-sequence HLA-B15:17. The binding affinity (normalized) is 0.279.